Dataset: Forward reaction prediction with 1.9M reactions from USPTO patents (1976-2016). Task: Predict the product of the given reaction. (1) The product is: [Cl:14][C:13]1[C:3]2[CH2:2][N:36]([CH:34]([C:19]3[CH:20]=[N:21][C:22]([O:23][C:24]4[CH:25]=[N:26][C:27]([C:30]([F:33])([F:32])[F:31])=[CH:28][CH:29]=4)=[C:17]([CH3:16])[CH:18]=3)[CH3:35])[C:5](=[O:7])[C:4]=2[CH:10]=[CH:11][N:12]=1. Given the reactants Br[CH2:2][C:3]1[C:13]([Cl:14])=[N:12][CH:11]=[CH:10][C:4]=1[C:5]([O:7]CC)=O.Cl.[CH3:16][C:17]1[CH:18]=[C:19]([CH:34]([NH2:36])[CH3:35])[CH:20]=[N:21][C:22]=1[O:23][C:24]1[CH:25]=[N:26][C:27]([C:30]([F:33])([F:32])[F:31])=[CH:28][CH:29]=1, predict the reaction product. (2) Given the reactants [NH2:1][C:2]1[NH:18][C:5]2=[CH:6][C:7]3[C:8]([CH3:17])([CH3:16])[C:9](=[O:15])[N:10]([CH2:13][CH3:14])[C:11]=3[CH:12]=[C:4]2[N:3]=1.[C:19](Cl)(=[O:26])[C:20]1[CH:25]=[CH:24][CH:23]=[CH:22][CH:21]=1.O, predict the reaction product. The product is: [CH2:13]([N:10]1[C:11]2[CH:12]=[C:4]3[N:3]=[C:2]([NH:1][C:19](=[O:26])[C:20]4[CH:25]=[CH:24][CH:23]=[CH:22][CH:21]=4)[NH:18][C:5]3=[CH:6][C:7]=2[C:8]([CH3:17])([CH3:16])[C:9]1=[O:15])[CH3:14]. (3) Given the reactants [N:1]1[N:5]2[CH2:6][CH2:7][CH2:8][NH:9][C:4]2=[C:3]([CH:10]([CH2:20][NH:21]C(=O)OC(C)(C)C)[CH2:11][NH:12]C(=O)OC(C)(C)C)[CH:2]=1.[ClH:29].C(OC(C)C)(C)C, predict the reaction product. The product is: [ClH:29].[ClH:29].[NH2:12][CH2:11][CH:10]([C:3]1[CH:2]=[N:1][N:5]2[CH2:6][CH2:7][CH2:8][NH:9][C:4]=12)[CH2:20][NH2:21]. (4) Given the reactants C(OC[C:6]1[CH:11]=[C:10]([C:12]2[CH2:16][C:15]([C:21]3[CH:26]=[C:25]([Cl:27])[CH:24]=[C:23]([Cl:28])[CH:22]=3)([C:17]([F:20])([F:19])[F:18])[O:14][N:13]=2)[CH:9]=[CH:8][C:7]=1[B:29]1[O:33]C(C)(C)[C:31](C)(C)[O:30]1)(=O)C.O[Li].O.Cl, predict the reaction product. The product is: [Cl:27][C:25]1[CH:26]=[C:21]([C:15]2([C:17]([F:19])([F:20])[F:18])[O:14][N:13]=[C:12]([C:10]3[CH:9]=[CH:8][C:7]4[B:29]([OH:33])[O:30][CH2:31][C:6]=4[CH:11]=3)[CH2:16]2)[CH:22]=[C:23]([Cl:28])[CH:24]=1. (5) Given the reactants [F:1][C:2]1[CH:7]=[CH:6][C:5]([CH2:8][C:9]([OH:11])=O)=[CH:4][CH:3]=1.C(Cl)(=O)C(Cl)=O.[CH:18]([C@H:31]1[O:36][CH2:35][C@@H:34]([NH2:37])[CH2:33][CH2:32]1)([C:25]1[CH:30]=[CH:29][CH:28]=[CH:27][CH:26]=1)[C:19]1[CH:24]=[CH:23][CH:22]=[CH:21][CH:20]=1.C(N(CC)CC)C, predict the reaction product. The product is: [CH:18]([C@H:31]1[O:36][CH2:35][C@@H:34]([NH:37][C:9](=[O:11])[CH2:8][C:5]2[CH:4]=[CH:3][C:2]([F:1])=[CH:7][CH:6]=2)[CH2:33][CH2:32]1)([C:25]1[CH:30]=[CH:29][CH:28]=[CH:27][CH:26]=1)[C:19]1[CH:20]=[CH:21][CH:22]=[CH:23][CH:24]=1. (6) The product is: [CH3:8][S:9]([C:12]1[CH:13]=[CH:14][C:15]([O:16][C:17]2[C:31]([CH:32]3[CH2:36][CH2:35][CH2:34][N:33]3[C:1](=[O:3])[CH3:2])=[CH:30][C:20]3[NH:21][C:22]([C:24]4[CH:29]=[CH:28][CH:27]=[CH:26][N:25]=4)=[N:23][C:19]=3[CH:18]=2)=[CH:37][CH:38]=1)(=[O:10])=[O:11]. Given the reactants [C:1](OC(=O)C)(=[O:3])[CH3:2].[CH3:8][S:9]([C:12]1[CH:38]=[CH:37][C:15]([O:16][C:17]2[C:31]([CH:32]3[CH2:36][CH2:35][CH2:34][NH:33]3)=[CH:30][C:20]3[NH:21][C:22]([C:24]4[CH:29]=[CH:28][CH:27]=[CH:26][N:25]=4)=[N:23][C:19]=3[CH:18]=2)=[CH:14][CH:13]=1)(=[O:11])=[O:10], predict the reaction product.